From a dataset of Forward reaction prediction with 1.9M reactions from USPTO patents (1976-2016). Predict the product of the given reaction. (1) The product is: [Si:28]([O:29][CH:30]1[CH2:35][CH2:34][CH2:33][N:32]([C:2]2[CH:3]=[CH:4][C:5]([CH3:23])=[C:6]([CH:22]=2)[C:7]([NH:9][C:10]2[C:11]([CH3:21])=[C:12]([CH:17]=[CH:18][C:19]=2[CH3:20])[C:13]([O:15][CH3:16])=[O:14])=[O:8])[CH2:31]1)([C:24]([CH3:27])([CH3:26])[CH3:25])([CH3:37])[CH3:36]. Given the reactants Br[C:2]1[CH:3]=[CH:4][C:5]([CH3:23])=[C:6]([CH:22]=1)[C:7]([NH:9][C:10]1[C:11]([CH3:21])=[C:12]([CH:17]=[CH:18][C:19]=1[CH3:20])[C:13]([O:15][CH3:16])=[O:14])=[O:8].[C:24]([Si:28]([CH3:37])([CH3:36])[O:29][CH:30]1[CH2:35][CH2:34][CH2:33][NH:32][CH2:31]1)([CH3:27])([CH3:26])[CH3:25].C([O-])([O-])=O.[Cs+].[Cs+].COC1C=CC=C(OC)C=1C1C=CC=CC=1P(C1CCCCC1)C1CCCCC1, predict the reaction product. (2) Given the reactants [CH:1]1[C:10]2[CH2:9][CH2:8][CH2:7][CH2:6][C:5]=2[CH:4]=[CH:3][C:2]=1[C:11]1[NH:15][CH:14]=[N:13][CH:12]=1.[H-].[Na+].[CH3:18][Si:19]([CH2:22][CH2:23][O:24][CH2:25]Cl)([CH3:21])[CH3:20], predict the reaction product. The product is: [CH:1]1[C:10]2[CH2:9][CH2:8][CH2:7][CH2:6][C:5]=2[CH:4]=[CH:3][C:2]=1[C:11]1[N:15]([CH2:25][O:24][CH2:23][CH2:22][Si:19]([CH3:21])([CH3:20])[CH3:18])[CH:14]=[N:13][CH:12]=1. (3) Given the reactants C1(C)C=CC=CC=1.Cl.[CH:9]12[CH2:18][CH:13]3[CH2:14][CH:15]([CH2:17][CH:11]([CH2:12]3)[CH:10]1[NH2:19])[CH2:16]2.[OH-].[Na+].[C:22]([CH2:28][C:29](OCC)=[O:30])(=[O:27])[C:23]([CH3:26])([CH3:25])[CH3:24], predict the reaction product. The product is: [CH:9]12[CH2:18][CH:13]3[CH2:14][CH:15]([CH2:17][CH:11]([CH2:12]3)[CH:10]1[NH:19][C:29](=[O:30])[CH2:28][C:22](=[O:27])[C:23]([CH3:26])([CH3:25])[CH3:24])[CH2:16]2. (4) The product is: [CH2:16]([O:23][C:24]1[CH:39]=[C:38]([O:6][S:3]([C:2]([F:15])([F:14])[F:1])(=[O:5])=[O:4])[CH:37]=[CH:36][C:25]=1[C:26]([O:28][CH2:29][C:30]1[CH:31]=[CH:32][CH:33]=[CH:34][CH:35]=1)=[O:27])[C:17]1[CH:18]=[CH:19][CH:20]=[CH:21][CH:22]=1. Given the reactants [F:1][C:2]([F:15])([F:14])[S:3]([O:6]S(C(F)(F)F)(=O)=O)(=[O:5])=[O:4].[CH2:16]([O:23][C:24]1[CH:39]=[C:38](O)[CH:37]=[CH:36][C:25]=1[C:26]([O:28][CH2:29][C:30]1[CH:35]=[CH:34][CH:33]=[CH:32][CH:31]=1)=[O:27])[C:17]1[CH:22]=[CH:21][CH:20]=[CH:19][CH:18]=1.N1C=CC=CC=1.Cl, predict the reaction product.